Dataset: Full USPTO retrosynthesis dataset with 1.9M reactions from patents (1976-2016). Task: Predict the reactants needed to synthesize the given product. (1) Given the product [C:3]([O:2][P:1]([CH:21]([OH:22])[C:17]1[CH:16]=[N:15][CH:20]=[CH:19][CH:18]=1)(=[O:12])[O:7][C:8]([CH3:11])([CH3:10])[CH3:9])([CH3:5])([CH3:6])[CH3:4], predict the reactants needed to synthesize it. The reactants are: [P:1]([O-:12])([O:7][C:8]([CH3:11])([CH3:10])[CH3:9])[O:2][C:3]([CH3:6])([CH3:5])[CH3:4].[H-].[Na+].[N:15]1[CH:20]=[CH:19][CH:18]=[C:17]([CH:21]=[O:22])[CH:16]=1. (2) Given the product [Cl:1][C:2]1[CH:7]=[C:6]([Cl:8])[CH:5]=[CH:4][C:3]=1[CH2:9][NH:10][C:11](=[O:19])[CH2:12][C:13]1[N:17]([CH3:18])[N:16]=[CH:15][C:14]=1[F:21], predict the reactants needed to synthesize it. The reactants are: [Cl:1][C:2]1[CH:7]=[C:6]([Cl:8])[CH:5]=[CH:4][C:3]=1[CH2:9][NH:10][C:11](=[O:19])[CH2:12][C:13]1[N:17]([CH3:18])[N:16]=[CH:15][CH:14]=1.[B-](F)(F)(F)[F:21].[B-](F)(F)(F)F.C1[N+]2(CCl)CC[N+](F)(CC2)C1. (3) Given the product [CH3:22][O:21][C:19]1[C:18]([O:23][CH3:24])=[CH:17][C:16]2[N:12]([CH2:11][C:9]3[CH:8]=[CH:7][C:5]4[N:6]=[C:2]([NH:25][C:26]5[CH:31]=[CH:30][CH:29]=[CH:28][C:27]=5[OH:32])[S:3][C:4]=4[CH:10]=3)[CH:13]=[N:14][C:15]=2[CH:20]=1, predict the reactants needed to synthesize it. The reactants are: Br[C:2]1[S:3][C:4]2[CH:10]=[C:9]([CH2:11][N:12]3[C:16]4[CH:17]=[C:18]([O:23][CH3:24])[C:19]([O:21][CH3:22])=[CH:20][C:15]=4[N:14]=[CH:13]3)[CH:8]=[CH:7][C:5]=2[N:6]=1.[NH2:25][C:26]1[CH:31]=[CH:30][CH:29]=[CH:28][C:27]=1[OH:32].CCN(C(C)C)C(C)C. (4) Given the product [Cl:1][C:2]1[N:3]=[C:4]([N:21]2[CH2:26][CH2:25][O:24][CH2:23][CH2:22]2)[C:5]2[S:10][C:9]([CH2:11][N:12]3[CH2:13][C:14]4([CH2:20][CH2:19][N:18]([S:35]([CH3:34])(=[O:37])=[O:36])[CH2:17][CH2:16]4)[CH2:15]3)=[CH:8][C:6]=2[N:7]=1, predict the reactants needed to synthesize it. The reactants are: [Cl:1][C:2]1[N:3]=[C:4]([N:21]2[CH2:26][CH2:25][O:24][CH2:23][CH2:22]2)[C:5]2[S:10][C:9]([CH2:11][N:12]3[CH2:15][C:14]4([CH2:20][CH2:19][NH:18][CH2:17][CH2:16]4)[CH2:13]3)=[CH:8][C:6]=2[N:7]=1.C(N(CC)CC)C.[CH3:34][S:35](Cl)(=[O:37])=[O:36]. (5) Given the product [F:29][C:30]1[CH:37]=[CH:36][C:33]([CH2:34][NH:35][C:24]([C:11]2[N:12]=[C:13]3[C:20]([CH3:21])([CH3:22])[NH:19][C:18](=[O:23])[CH2:17][N:14]3[C:15](=[O:16])[C:10]=2[OH:9])=[O:26])=[CH:32][CH:31]=1, predict the reactants needed to synthesize it. The reactants are: C([O:9][C:10]1[C:15](=[O:16])[N:14]2[CH2:17][C:18](=[O:23])[NH:19][C:20]([CH3:22])([CH3:21])[C:13]2=[N:12][C:11]=1[C:24]([O:26]CC)=O)(=O)C1C=CC=CC=1.[F:29][C:30]1[CH:37]=[CH:36][C:33]([CH2:34][NH2:35])=[CH:32][CH:31]=1.C(N(CC)CC)C. (6) Given the product [Br:12][CH2:13][CH2:14][CH2:15][O:1][C:2]1[CH:3]=[CH:4][C:5]([NH:8][C:9](=[O:11])[CH3:10])=[CH:6][CH:7]=1, predict the reactants needed to synthesize it. The reactants are: [OH:1][C:2]1[CH:7]=[CH:6][C:5]([NH:8][C:9](=[O:11])[CH3:10])=[CH:4][CH:3]=1.[Br:12][CH2:13][CH2:14][CH:15](Br)C.C(=O)([O-])[O-].[K+].[K+]. (7) Given the product [Br-:13].[CH2:1]([N+:8]1[CH:12]=[CH:11][N:10]([CH2:14][CH2:15][CH2:16][CH3:17])[CH:9]=1)[C:2]1[CH:3]=[CH:4][CH:5]=[CH:6][CH:7]=1, predict the reactants needed to synthesize it. The reactants are: [CH2:1]([N:8]1[CH:12]=[CH:11][N:10]=[CH:9]1)[C:2]1[CH:7]=[CH:6][CH:5]=[CH:4][CH:3]=1.[Br:13][CH2:14][CH2:15][CH2:16][CH3:17]. (8) Given the product [OH:3][C:4]1[C:5]([C:10]#[N:11])=[CH:6][N:21]=[C:20]([C:19]2[CH:18]=[CH:17][C:16]([N+:13]([O-:15])=[O:14])=[CH:24][CH:23]=2)[N:22]=1, predict the reactants needed to synthesize it. The reactants are: C([O:3][C:4](=O)[C:5]([C:10]#[N:11])=[CH:6]OCC)C.[N+:13]([C:16]1[CH:24]=[CH:23][C:19]([C:20](=[NH:22])[NH2:21])=[CH:18][CH:17]=1)([O-:15])=[O:14].O.Cl. (9) Given the product [CH2:38]([C:29]1([CH2:36][CH3:37])[O:28][C:27](=[O:40])[N:26]([CH2:25][CH2:24][C:23]([NH:22][CH2:21][CH:20]([OH:43])[C:11]2[CH:10]=[C:9]([OH:8])[CH:18]=[C:17]3[C:12]=2[CH:13]=[CH:14][C:15](=[O:19])[NH:16]3)([CH3:41])[CH3:42])[C:31]2[CH:32]=[CH:33][CH:34]=[CH:35][C:30]1=2)[CH3:39], predict the reactants needed to synthesize it. The reactants are: C([O:8][C:9]1[CH:18]=[C:17]2[C:12]([CH:13]=[CH:14][C:15](=[O:19])[NH:16]2)=[C:11]([CH:20]([OH:43])[CH2:21][NH:22][C:23]([CH3:42])([CH3:41])[CH2:24][CH2:25][N:26]2[C:31]3[CH:32]=[CH:33][CH:34]=[CH:35][C:30]=3[C:29]([CH2:38][CH3:39])([CH2:36][CH3:37])[O:28][C:27]2=[O:40])[CH:10]=1)C1C=CC=CC=1.[H][H].